This data is from Experimentally validated miRNA-target interactions with 360,000+ pairs, plus equal number of negative samples. The task is: Binary Classification. Given a miRNA mature sequence and a target amino acid sequence, predict their likelihood of interaction. (1) The miRNA is hsa-miR-4474-5p with sequence UUAGUCUCAUGAUCAGACACA. The protein sequence of the target gene is MPAKTPIYLKAANNKKGKKFKLRDILSPDMISPPLGDFRHTIHIGKEGQHDVFGDISFLQGNYELLPGNQEKAHSGQFPGHNDFFRANSTSDSMFTETPSPVLKNAISLPTIGGSQALMLPLLSPVTFHSKQESFGRPKLPRLSCEPVMEEKVQEQSSLLENGAVHQGDTSWGSSGSGSQSSQGRDSHSSSLSEQSSDWPADDMFEHPASCELVKSKTKSEESFSDLTGSLLSLQLDLGPSLLDEVLNVMDKNK. Result: 0 (no interaction). (2) The miRNA is hsa-miR-3973 with sequence ACAAAGUACAGCAUUAGCCUUAG. The protein sequence of the target gene is MTMHTTMTTLTLTSLIPPILTTLVNPNKKNSYPHYVKSIVASTFIISLFPTTMFMCLDQEVIISNWHWATTQTTQLSLSFKLDYFSMMFIPVALFVTWSIMEFSLWYMNSDPNINQFFKYLLIFLITMLILVTANNLFQLFIGWEGVGIMSFLLISWWYARADANTAAIQAILYNRIGDIGFILALAWFILHSNSWDPQQMALLNANPSLTPLLGLLLAAAGKSAQLGLHPWLPSAMEGPTPVSALLHSSTMVVAGIFLLIRFHPLAENSPLIQTLTLCLGAITTLFAAVCALTQNDIKK.... Result: 0 (no interaction). (3) The miRNA is hsa-miR-766-5p with sequence AGGAGGAAUUGGUGCUGGUCUU. The protein sequence of the target gene is MSEKKLETTAQQRKCPEWMNVQNKRCAVEERKACVRKSVFEDDLPFLEFTGSIVYSYDASDCSFLSEDISMSLSDGDVVGFDMEWPPLYNRGKLGKVALIQLCVSESKCYLFHVSSMSVFPQGLKMLLENKAVKKAGVGIEGDQWKLLRDFDIKLKNFVELTDVANKKLKCTETWSLNSLVKHLLGKQLLKDKSIRCSNWSKFPLTEDQKLYAATDAYAGFIIYRNLEILDDTVQRFAINKEEEILLSDMNKQLTSISEEVMDLAKHLPHAFSKLENPRRVSILLKDISENLYSLRRMII.... Result: 1 (interaction). (4) The miRNA is hsa-miR-623 with sequence AUCCCUUGCAGGGGCUGUUGGGU. The protein sequence of the target gene is MRKFAYCKVVLATSLIWVLLDMFLLLYFSECNKCDEKKERGLPAGDVLEPVQKPHEGPGEMGKPVVIPKEDQEKMKEMFKINQFNLMASEMIALNRSLPDVRLEGCKTKVYPDNLPTTSVVIVFHNEAWSTLLRTVHSVINRSPRHMIEEIVLVDDASERDFLKRPLESYVKKLKVPVHVIRMEQRSGLIRARLKGAAVSKGQVITFLDAHCECTVGWLEPLLARIKHDRRTVVCPIIDVISDDTFEYMAGSDMTYGGFNWKLNFRWYPVPQREMDRRKGDRTLPVRTPTMAGGLFSIDR.... Result: 1 (interaction). (5) The protein sequence of the target gene is MSGCDAREGDCCSRRCGAQDKEHPRYLIPELCKQFYHLGWVTGTGGGISLKHGDEIYIAPSGVQKERIQPEDMFVCDINEKDISGPSPSKKLKKSQCTPLFMNAYTMRGAGAVIHTHSKAAVMATLLFPGREFKITHQEMIKGIKKCTSGGYYRYDDMLVVPIIENTPEEKDLKDRMAHAMNEYPDSCAVLVRRHGVYVWGETWEKAKTMCECYDYLFDIAVSMKKVGLDPSQLPVGENGIV. The miRNA is hsa-miR-3921 with sequence UCUCUGAGUACCAUAUGCCUUGU. Result: 1 (interaction). (6) Result: 1 (interaction). The miRNA is hsa-miR-146a-5p with sequence UGAGAACUGAAUUCCAUGGGUU. The protein sequence of the target gene is MEASALTSSAVTSVAKVVRVASGSAVVLPLARIATVVIGGVVAMAAVPMVLSAMGFTAAGIASSSIAAKMMSAAAIANGGGVASGSLVATLQSLGATGLSGLTKFILGSIGSAIAAVIARFY.